Predict the reactants needed to synthesize the given product. From a dataset of Full USPTO retrosynthesis dataset with 1.9M reactions from patents (1976-2016). (1) Given the product [CH3:40][N:36]1[C:37]2[C:33](=[CH:32][C:31]([C:2]3[CH:3]=[CH:4][C:5]4[O:11][CH2:10][CH2:9][N:8]([C:12]5[C:21]6[C:16](=[CH:17][CH:18]=[CH:19][CH:20]=6)[N:15]=[CH:14][CH:13]=5)[CH2:7][C:6]=4[CH:22]=3)=[CH:39][CH:38]=2)[CH:34]=[N:35]1, predict the reactants needed to synthesize it. The reactants are: Br[C:2]1[CH:3]=[CH:4][C:5]2[O:11][CH2:10][CH2:9][N:8]([C:12]3[C:21]4[C:16](=[CH:17][CH:18]=[CH:19][CH:20]=4)[N:15]=[CH:14][CH:13]=3)[CH2:7][C:6]=2[CH:22]=1.CC1(C)C(C)(C)OB([C:31]2[CH:32]=[C:33]3[C:37](=[CH:38][CH:39]=2)[N:36]([CH3:40])[N:35]=[CH:34]3)O1.C(=O)([O-])[O-].[K+].[K+]. (2) The reactants are: [H-].[Na+].[Br:3][C:4]1[CH:9]=[CH:8][C:7]([CH2:10][C:11]#N)=[C:6]([C:13]([F:16])([F:15])[F:14])[CH:5]=1.[CH3:17]I.C[N:20]([CH:22]=O)C. Given the product [Br:3][C:4]1[CH:9]=[CH:8][C:7]([C:10]([CH3:17])([CH3:11])[C:22]#[N:20])=[C:6]([C:13]([F:16])([F:15])[F:14])[CH:5]=1, predict the reactants needed to synthesize it. (3) Given the product [CH2:1]([O:3][C:4](=[O:33])[CH2:5][CH2:6][CH2:7][C:8]([N:10]([CH2:17][C:18]1[CH:19]=[C:20]([CH:30]=[CH:31][CH:32]=1)[C:21]([OH:23])=[O:22])[C:11]1[CH:12]=[N:13][CH:14]=[CH:15][CH:16]=1)=[O:9])[CH3:2], predict the reactants needed to synthesize it. The reactants are: [CH2:1]([O:3][C:4](=[O:33])[CH2:5][CH2:6][CH2:7][C:8]([N:10]([CH2:17][C:18]1[CH:19]=[C:20]([CH:30]=[CH:31][CH:32]=1)[C:21]([O:23]CC[Si](C)(C)C)=[O:22])[C:11]1[CH:12]=[N:13][CH:14]=[CH:15][CH:16]=1)=[O:9])[CH3:2].CCCC[N+](CCCC)(CCCC)CCCC.[F-]. (4) The reactants are: [CH3:1][O:2][C:3]1[CH:8]=[C:7]([O:9][CH3:10])[CH:6]=[CH:5][C:4]=1[C:11]1[C:19]2[C:14](=[C:15]([C:20]([F:23])([F:22])[F:21])[CH:16]=[CH:17][CH:18]=2)[NH:13][N:12]=1.[H-].[Na+].[CH2:26](Br)[CH:27]=[CH2:28]. Given the product [CH2:28]([N:12]1[C:11]([C:4]2[CH:5]=[CH:6][C:7]([O:9][CH3:10])=[CH:8][C:3]=2[O:2][CH3:1])=[C:19]2[C:14]([C:15]([C:20]([F:23])([F:22])[F:21])=[CH:16][CH:17]=[CH:18]2)=[N:13]1)[CH:27]=[CH2:26], predict the reactants needed to synthesize it.